From a dataset of Reaction yield outcomes from USPTO patents with 853,638 reactions. Predict the reaction yield, written as a fraction of the theoretical maximum amount of product (1.0 means a 100% yield; for example, 0.34 means a 34% yield). The reactants are [CH2:1]([O:3][C:4](=[O:24])[C:5]([O:21][CH2:22][CH3:23])=[CH:6][C:7]1[CH:12]=[CH:11][C:10]([O:13][CH2:14][C:15]2[CH:20]=[CH:19][CH:18]=[CH:17][CH:16]=2)=[CH:9][CH:8]=1)[CH3:2]. The catalyst is CO.[Rh]. The product is [CH2:1]([O:3][C:4](=[O:24])[CH:5]([O:21][CH2:22][CH3:23])[CH2:6][C:7]1[CH:12]=[CH:11][C:10]([O:13][CH2:14][C:15]2[CH:16]=[CH:17][CH:18]=[CH:19][CH:20]=2)=[CH:9][CH:8]=1)[CH3:2]. The yield is 0.100.